Dataset: NCI-60 drug combinations with 297,098 pairs across 59 cell lines. Task: Regression. Given two drug SMILES strings and cell line genomic features, predict the synergy score measuring deviation from expected non-interaction effect. (1) Drug 1: CC12CCC(CC1=CCC3C2CCC4(C3CC=C4C5=CN=CC=C5)C)O. Drug 2: C(CC(=O)O)C(=O)CN.Cl. Cell line: OVCAR-5. Synergy scores: CSS=17.0, Synergy_ZIP=-6.07, Synergy_Bliss=-2.84, Synergy_Loewe=-4.86, Synergy_HSA=-2.16. (2) Drug 2: CC1=C(C(=O)C2=C(C1=O)N3CC4C(C3(C2COC(=O)N)OC)N4)N. Synergy scores: CSS=50.4, Synergy_ZIP=2.08, Synergy_Bliss=8.03, Synergy_Loewe=-3.27, Synergy_HSA=7.98. Cell line: K-562. Drug 1: CC12CCC3C(C1CCC2=O)CC(=C)C4=CC(=O)C=CC34C.